From a dataset of Reaction yield outcomes from USPTO patents with 853,638 reactions. Predict the reaction yield, written as a fraction of the theoretical maximum amount of product (1.0 means a 100% yield; for example, 0.34 means a 34% yield). (1) The yield is 0.650. The reactants are [Cl:1][C:2]1[CH:3]=[C:4]([NH:9][C:10]2[C:19]3[C:14](=[CH:15][N:16]=[C:17](F)[CH:18]=3)[N:13]=[CH:12][C:11]=2[C:21]#[N:22])[CH:5]=[CH:6][C:7]=1[F:8].[O:23]1[CH2:28][CH2:27][N:26]([CH2:29][CH2:30][CH2:31][NH2:32])[CH2:25][CH2:24]1. No catalyst specified. The product is [Cl:1][C:2]1[CH:3]=[C:4]([NH:9][C:10]2[C:19]3[C:14](=[CH:15][N:16]=[C:17]([NH:32][CH2:31][CH2:30][CH2:29][N:26]4[CH2:27][CH2:28][O:23][CH2:24][CH2:25]4)[CH:18]=3)[N:13]=[CH:12][C:11]=2[C:21]#[N:22])[CH:5]=[CH:6][C:7]=1[F:8]. (2) The yield is 0.670. The catalyst is C1COCC1. The product is [F:1][C:2]1[C:3]([CH2:23][C:17](=[CH2:16])[C:18]([O:20][CH2:21][CH3:22])=[O:19])=[C:4]([N+:10]([O-:12])=[O:11])[C:5]([O:8][CH3:9])=[CH:6][CH:7]=1. The reactants are [F:1][C:2]1[CH:7]=[CH:6][C:5]([O:8][CH3:9])=[C:4]([N+:10]([O-:12])=[O:11])[CH:3]=1.[Li+].[Cl-].Br[CH2:16][C:17](=[CH2:23])[C:18]([O:20][CH2:21][CH3:22])=[O:19].C([Cu])#N. (3) The reactants are [S-:1][C:2]#[N:3].[K+].[NH2:5][C:6]1[CH:7]=[CH:8][C:9]([O:12][C:13]2[CH:18]=[CH:17][C:16]([NH:19][C:20](=[O:26])[O:21][C:22]([CH3:25])([CH3:24])[CH3:23])=[CH:15][C:14]=2[F:27])=[N:10][CH:11]=1.BrBr. The catalyst is C(O)(=O)C. The product is [NH2:3][C:2]1[S:1][C:11]2[C:6]([N:5]=1)=[CH:7][CH:8]=[C:9]([O:12][C:13]1[CH:18]=[CH:17][C:16]([NH:19][C:20](=[O:26])[O:21][C:22]([CH3:23])([CH3:24])[CH3:25])=[CH:15][C:14]=1[F:27])[N:10]=2. The yield is 0.350. (4) The reactants are [Cl-].O[NH3+:3].[C:4](=[O:7])([O-])[OH:5].[Na+].CS(C)=O.[Cl:13][C:14]1[CH:15]=[C:16]([N:24]2[C:29](=[O:30])[C:28]([CH2:31][C:32]3[CH:37]=[CH:36][C:35]([C:38]4[C:39]([C:44]#[N:45])=[CH:40][CH:41]=[CH:42][CH:43]=4)=[CH:34][CH:33]=3)=[C:27]([CH2:46][CH2:47][CH3:48])[N:26]=[C:25]2[CH3:49])[CH:17]=[CH:18][C:19]=1[O:20][CH:21]([CH3:23])[CH3:22]. The catalyst is O.C(OCC)(=O)C. The product is [Cl:13][C:14]1[CH:15]=[C:16]([N:24]2[C:29](=[O:30])[C:28]([CH2:31][C:32]3[CH:37]=[CH:36][C:35]([C:38]4[CH:43]=[CH:42][CH:41]=[CH:40][C:39]=4[C:44]4[NH:3][C:4](=[O:7])[O:5][N:45]=4)=[CH:34][CH:33]=3)=[C:27]([CH2:46][CH2:47][CH3:48])[N:26]=[C:25]2[CH3:49])[CH:17]=[CH:18][C:19]=1[O:20][CH:21]([CH3:23])[CH3:22]. The yield is 0.570. (5) The reactants are [OH:1][C:2]1[C:23]([C:24]2[CH:29]=[CH:28][CH:27]=[CH:26][N:25]=2)=[C:5]2[NH:6][C:7]([C:11]3[CH:12]=[C:13]4[C:17](=[CH:18][CH:19]=3)[N:16](COC)[N:15]=[CH:14]4)=[CH:8][C:9](=[O:10])[N:4]2[N:3]=1.Cl. The catalyst is CO. The yield is 0.330. The product is [OH:1][C:2]1[C:23]([C:24]2[CH:29]=[CH:28][CH:27]=[CH:26][N:25]=2)=[C:5]2[NH:6][C:7]([C:11]3[CH:12]=[C:13]4[C:17](=[CH:18][CH:19]=3)[NH:16][N:15]=[CH:14]4)=[CH:8][C:9](=[O:10])[N:4]2[N:3]=1. (6) The reactants are Br[C:2]1[S:3][C:4]([C:7]2[CH:8]=[C:9]([NH:14][C:15]3[N:20]=[C:19]([C:21]([F:24])([F:23])[F:22])[CH:18]=[CH:17][N:16]=3)[CH:10]=[C:11]([CH3:13])[CH:12]=2)=[CH:5][N:6]=1.CC1(C)C(C)(C)OB([C:33]2[CH:34]=[N:35][NH:36][CH:37]=2)O1.C([O-])([O-])=O.[Na+].[Na+]. The catalyst is C1C=CC(P(C2C=CC=CC=2)[C-]2C=CC=C2)=CC=1.C1C=CC(P(C2C=CC=CC=2)[C-]2C=CC=C2)=CC=1.Cl[Pd]Cl.[Fe+2].C(Cl)Cl.O1CCOCC1. The product is [CH3:13][C:11]1[CH:10]=[C:9]([NH:14][C:15]2[N:20]=[C:19]([C:21]([F:24])([F:23])[F:22])[CH:18]=[CH:17][N:16]=2)[CH:8]=[C:7]([C:4]2[S:3][C:2]([C:33]3[CH:34]=[N:35][NH:36][CH:37]=3)=[N:6][CH:5]=2)[CH:12]=1. The yield is 0.0780. (7) The reactants are [CH3:1]I.[Cl:3][C:4]1[CH:30]=[CH:29][C:7]([C:8]([C:10]2[CH:11]=[C:12]3[C:17](=[CH:18][CH:19]=2)[NH:16][C:15](=[O:20])[CH:14]=[C:13]3[C:21]2[CH:26]=[CH:25][CH:24]=[C:23]([O:27][CH3:28])[CH:22]=2)=[O:9])=[CH:6][CH:5]=1.O. The catalyst is [Cl-].C([N+](CC)(CC)CC)C1C=CC=CC=1.C1COCC1.[OH-].[Na+]. The product is [Cl:3][C:4]1[CH:30]=[CH:29][C:7]([C:8]([C:10]2[CH:11]=[C:12]3[C:17](=[CH:18][CH:19]=2)[N:16]([CH3:1])[C:15](=[O:20])[CH:14]=[C:13]3[C:21]2[CH:26]=[CH:25][CH:24]=[C:23]([O:27][CH3:28])[CH:22]=2)=[O:9])=[CH:6][CH:5]=1. The yield is 0.900. (8) The reactants are [OH:1][C:2]1[CH:12]=[CH:11][CH:10]=[C:4]2[C:5]([O:7][C:8](=[O:9])[C:3]=12)=O.[CH3:13][O:14][C:15]1[CH:22]=[C:21]([O:23][CH3:24])[CH:20]=[CH:19][C:16]=1[CH2:17][NH2:18].C(O)(=O)C. The catalyst is O. The product is [OH:1][C:2]1[CH:12]=[CH:11][CH:10]=[C:4]2[C:3]=1[C:8](=[O:9])[N:18]([CH2:17][C:16]1[CH:19]=[CH:20][C:21]([O:23][CH3:24])=[CH:22][C:15]=1[O:14][CH3:13])[C:5]2=[O:7]. The yield is 0.730. (9) The catalyst is C(Cl)Cl. The product is [CH3:13][N:14]1[CH:15]2[CH2:21][CH2:20][CH:19]1[CH2:18][CH:17]([O:22][C:23]1[N:28]=[C:27]([N:29]3[CH2:30][CH2:31][O:32][CH2:33][CH2:34]3)[N:26]=[C:25]([C:35]3[CH:36]=[CH:37][C:38]([NH:41][C:5](=[O:11])[NH:42][C:43]4[CH:51]=[CH:50][C:46]([C:47]([NH2:49])=[O:48])=[CH:45][CH:44]=4)=[CH:39][CH:40]=3)[N:24]=1)[CH2:16]2. The yield is 0.150. The reactants are ClC(Cl)(O[C:5](=[O:11])OC(Cl)(Cl)Cl)Cl.[CH3:13][N:14]1[CH:19]2[CH2:20][CH2:21][CH:15]1[CH2:16][CH:17]([O:22][C:23]1[N:28]=[C:27]([N:29]3[CH2:34][CH2:33][O:32][CH2:31][CH2:30]3)[N:26]=[C:25]([C:35]3[CH:40]=[CH:39][C:38]([NH2:41])=[CH:37][CH:36]=3)[N:24]=1)[CH2:18]2.[NH2:42][C:43]1[CH:51]=[CH:50][C:46]([C:47]([NH2:49])=[O:48])=[CH:45][CH:44]=1.CCN(CC)CC.